Dataset: Catalyst prediction with 721,799 reactions and 888 catalyst types from USPTO. Task: Predict which catalyst facilitates the given reaction. Reactant: [F:1][C:2]([F:6])([F:5])[CH2:3][OH:4].[H-].[Na+].[Br:9][C:10]1[CH:19]=[CH:18][C:13]([C:14]([O:16]C)=[O:15])=[CH:12][C:11]=1[CH2:20]Br.[OH-].[Li+].Cl. Product: [Br:9][C:10]1[CH:19]=[CH:18][C:13]([C:14]([OH:16])=[O:15])=[CH:12][C:11]=1[CH2:20][O:4][CH2:3][C:2]([F:6])([F:5])[F:1]. The catalyst class is: 670.